This data is from Cav3 T-type calcium channel HTS with 100,875 compounds. The task is: Binary Classification. Given a drug SMILES string, predict its activity (active/inactive) in a high-throughput screening assay against a specified biological target. (1) The compound is O=C(NCCN1CCN(CC1)Cc1ccccc1)CCc1onc(n1)c1ccc(cc1)C. The result is 0 (inactive). (2) The molecule is S(=O)(=O)(Nc1cc(c2sc3ncccc3n2)ccc1)c1cc2sc(nc2cc1)C. The result is 0 (inactive). (3) The drug is Fc1c(NC(=O)CCc2ccccc2)ccc(F)c1. The result is 0 (inactive).